From a dataset of Full USPTO retrosynthesis dataset with 1.9M reactions from patents (1976-2016). Predict the reactants needed to synthesize the given product. (1) Given the product [C:11]1([CH3:10])[CH:16]=[C:15]([CH3:17])[CH:14]=[C:13]([CH3:18])[C:12]=1[C:2]1[N:7]=[C:6]([CH2:8][OH:9])[CH:5]=[CH:4][CH:3]=1, predict the reactants needed to synthesize it. The reactants are: Br[C:2]1[N:7]=[C:6]([CH2:8][OH:9])[CH:5]=[CH:4][CH:3]=1.[CH3:10][C:11]1[CH:16]=[C:15]([CH3:17])[CH:14]=[C:13]([CH3:18])[C:12]=1B(O)O.CC(C)([O-])C.[K+]. (2) Given the product [O:24]=[S:16]1(=[O:25])[C:17]2[CH:23]=[CH:22][CH:21]=[CH:20][C:18]=2[CH2:19][N:13]([C:4]2[CH:3]=[C:2]([NH:33][CH2:32][CH:29]3[CH2:30][CH2:31][NH:26][CH2:27][CH2:28]3)[C:11]3[C:6](=[CH:7][CH:8]=[C:9]([CH3:12])[CH:10]=3)[N:5]=2)[CH2:14][CH2:15]1, predict the reactants needed to synthesize it. The reactants are: Cl[C:2]1[C:11]2[C:6](=[CH:7][CH:8]=[C:9]([CH3:12])[CH:10]=2)[N:5]=[C:4]([N:13]2[CH2:19][C:18]3[CH:20]=[CH:21][CH:22]=[CH:23][C:17]=3[S:16](=[O:25])(=[O:24])[CH2:15][CH2:14]2)[CH:3]=1.[NH:26]1[CH2:31][CH2:30][CH:29]([CH2:32][NH2:33])[CH2:28][CH2:27]1. (3) Given the product [CH2:21]([OH:22])[C@H:19]1[O:20][C:12](=[O:11])[C@H:13]([OH:14])[C@@H:15]([OH:16])[C@@H:17]1[OH:18], predict the reactants needed to synthesize it. The reactants are: C(=O)([O-])[O-].[Ba+2].C(=O)=O.BrBr.[O:11]=[CH:12][C@@H:13]([C@H:15]([C@@H:17]([C@@H:19]([CH2:21][OH:22])[OH:20])[OH:18])[OH:16])[OH:14]. (4) The reactants are: F[C:2]1[CH:3]=[CH:4][C:5]([N+:9]([O-:11])=[O:10])=[C:6]([CH3:8])[CH:7]=1.[F:12][C:13]([F:28])([F:27])[C:14]1[CH:19]=[CH:18][C:17](N2C=CC=CC2=O)=[CH:16][CH:15]=1.[C:29]([O-:32])([O-])=O.[Cs+].[Cs+].O. Given the product [CH3:8][C:6]1[CH:7]=[C:2]([N:9]2[CH:5]=[CH:4][C:3]([C:17]3[CH:16]=[CH:15][C:14]([C:13]([F:12])([F:27])[F:28])=[CH:19][CH:18]=3)=[CH:2][C:29]2=[O:32])[CH:3]=[CH:4][C:5]=1[N+:9]([O-:11])=[O:10], predict the reactants needed to synthesize it. (5) Given the product [C:27]([NH:1][C:2]1[CH:7]=[CH:6][C:5]([NH:8][C:9]([C:10]2[CH:15]=[C:14]([Cl:16])[CH:13]=[CH:12][C:11]=2[O:17][C:32](=[O:33])[CH3:31])=[O:18])=[C:4]([Cl:19])[CH:3]=1)(=[O:28])[CH3:29], predict the reactants needed to synthesize it. The reactants are: [NH2:1][C:2]1[CH:7]=[CH:6][C:5]([NH:8][C:9](=[O:18])[C:10]2[CH:15]=[C:14]([Cl:16])[CH:13]=[CH:12][C:11]=2[OH:17])=[C:4]([Cl:19])[CH:3]=1.CCN(CC)CC.[C:27](Cl)([CH3:29])=[O:28].[CH3:31][C:32](C)=[O:33]. (6) Given the product [C:16]1([CH3:19])[CH:17]=[CH:18][C:13]([N:12]([C:20]2[CH:25]=[CH:24][C:23]([CH3:26])=[CH:22][CH:21]=2)[C:11]2[CH:27]=[CH:28][C:8](/[CH:7]=[CH:6]/[C:5]3[CH:29]=[CH:30][C:2]([CH2:48][CH2:47][C:46]([OH:50])=[O:49])=[CH:3][CH:4]=3)=[CH:9][CH:10]=2)=[CH:14][CH:15]=1, predict the reactants needed to synthesize it. The reactants are: I[C:2]1[CH:30]=[CH:29][C:5](/[CH:6]=[CH:7]/[C:8]2[CH:28]=[CH:27][C:11]([N:12]([C:20]3[CH:25]=[CH:24][C:23]([CH3:26])=[CH:22][CH:21]=3)[C:13]3[CH:18]=[CH:17][C:16]([CH3:19])=[CH:15][CH:14]=3)=[CH:10][CH:9]=2)=[CH:4][CH:3]=1.C1CCN2C(=NCCC2)CC1.CS(C)=O.[C:46]([OH:50])(=[O:49])[C:47]#[CH:48]. (7) Given the product [CH:1]1([S:4]([C:7]2[CH:12]=[CH:11][C:10]([CH:13]([O:17][CH:18]3[CH2:19][CH2:20][O:21][CH2:22][CH2:23]3)[C:14]([NH:24][C:25]3[S:26][C:27]([N:30]4[CH:34]=[C:33]([C:35]([O:37][CH2:38][CH3:39])=[O:36])[CH:32]=[N:31]4)=[CH:28][N:29]=3)=[O:15])=[CH:9][CH:8]=2)(=[O:6])=[O:5])[CH2:3][CH2:2]1, predict the reactants needed to synthesize it. The reactants are: [CH:1]1([S:4]([C:7]2[CH:12]=[CH:11][C:10]([CH:13]([O:17][CH:18]3[CH2:23][CH2:22][O:21][CH2:20][CH2:19]3)[C:14](O)=[O:15])=[CH:9][CH:8]=2)(=[O:6])=[O:5])[CH2:3][CH2:2]1.[NH2:24][C:25]1[S:26][C:27]([N:30]2[CH:34]=[C:33]([C:35]([O:37][CH2:38][CH3:39])=[O:36])[CH:32]=[N:31]2)=[CH:28][N:29]=1.C1C=CC2N(O)N=NC=2C=1.CCN=C=NCCCN(C)C.CN1CCOCC1. (8) Given the product [C:1]([CH2:5][C:6](=[O:12])[CH2:7][C:8]([O:10][CH3:11])=[O:9])#[N:2], predict the reactants needed to synthesize it. The reactants are: [C-:1]#[N:2].[K+].Cl[CH2:5][C:6](=[O:12])[CH2:7][C:8]([O:10][CH3:11])=[O:9].O. (9) Given the product [C:1]1([N:7]2[C:15]3[C:10](=[CH:11][CH:12]=[CH:13][CH:14]=3)[CH2:9][C:8]2=[O:17])[CH:2]=[CH:3][CH:4]=[CH:5][CH:6]=1, predict the reactants needed to synthesize it. The reactants are: [C:1]1([N:7]2[C:15]3[C:10](=[CH:11][CH:12]=[CH:13][CH:14]=3)[C:9](=O)[C:8]2=[O:17])[CH:6]=[CH:5][CH:4]=[CH:3][CH:2]=1.[OH-].[K+].O.NN.Cl.